Dataset: CYP3A4 inhibition data for predicting drug metabolism from PubChem BioAssay. Task: Regression/Classification. Given a drug SMILES string, predict its absorption, distribution, metabolism, or excretion properties. Task type varies by dataset: regression for continuous measurements (e.g., permeability, clearance, half-life) or binary classification for categorical outcomes (e.g., BBB penetration, CYP inhibition). Dataset: cyp3a4_veith. (1) The molecule is COc1cc(N)c(Cl)cc1C(=O)N[C@H]1CCN(CCCOc2ccc(F)cc2)C[C@@H]1OC. The result is 1 (inhibitor). (2) The molecule is Cc1cccc(NCCNc2cccc(C)c2)c1. The result is 1 (inhibitor). (3) The drug is O=C(N1CCOCC1)N1CCN(c2ccccc2)CC1. The result is 0 (non-inhibitor). (4) The result is 0 (non-inhibitor). The molecule is Cc1nc(N=Nc2ccc(S(=O)(=O)[O-])cc2S(=O)(=O)[O-])c(COP(=O)([O-])[O-])c(C=O)c1O.[Na+].[Na+].[Na+].[Na+]. (5) The drug is COc1ccc(C(=O)N2CCC[C@@]3(CCN(Cc4ccc(C#N)cc4)C3)C2)cc1. The result is 1 (inhibitor).